From a dataset of TCR-epitope binding with 47,182 pairs between 192 epitopes and 23,139 TCRs. Binary Classification. Given a T-cell receptor sequence (or CDR3 region) and an epitope sequence, predict whether binding occurs between them. (1) The epitope is FPPTSFGPL. The TCR CDR3 sequence is CASSQDLTGGNEQYF. Result: 1 (the TCR binds to the epitope). (2) The epitope is IVDTVSALV. The TCR CDR3 sequence is CASSDGTLLETQYF. Result: 0 (the TCR does not bind to the epitope). (3) The epitope is SEVGPEHSLAEY. The TCR CDR3 sequence is CASSLAWGQGSYEQYF. Result: 0 (the TCR does not bind to the epitope).